Dataset: CYP3A4 inhibition data for predicting drug metabolism from PubChem BioAssay. Task: Regression/Classification. Given a drug SMILES string, predict its absorption, distribution, metabolism, or excretion properties. Task type varies by dataset: regression for continuous measurements (e.g., permeability, clearance, half-life) or binary classification for categorical outcomes (e.g., BBB penetration, CYP inhibition). Dataset: cyp3a4_veith. The drug is CC1CCN(c2ccc(S(=O)(=O)Nc3cc(C(=O)O)cc(C(=O)O)c3)cc2[N+](=O)[O-])CC1. The result is 1 (inhibitor).